From a dataset of Catalyst prediction with 721,799 reactions and 888 catalyst types from USPTO. Predict which catalyst facilitates the given reaction. (1) Reactant: [O:1]=[C:2]1[NH:7][C:6]2[CH:8]=[C:9]([CH2:12][N:13]3[CH2:18][CH2:17][N:16]([C:19]4[CH:27]=[CH:26][C:22]([C:23](O)=[O:24])=[CH:21][CH:20]=4)[CH2:15][CH2:14]3)[CH:10]=[N:11][C:5]=2[N:4]2[CH2:28][CH2:29][CH2:30][C@@H:3]12.[CH3:31][CH2:32][N:33](C(C)C)C(C)C.C(N)C.CN(C(ON1N=NC2C=CC=NC1=2)=[N+](C)C)C.F[P-](F)(F)(F)(F)F. Product: [CH2:32]([NH:33][C:23](=[O:24])[C:22]1[CH:26]=[CH:27][C:19]([N:16]2[CH2:15][CH2:14][N:13]([CH2:12][C:9]3[CH:10]=[N:11][C:5]4[N:4]5[CH2:28][CH2:29][CH2:30][C@H:3]5[C:2](=[O:1])[NH:7][C:6]=4[CH:8]=3)[CH2:18][CH2:17]2)=[CH:20][CH:21]=1)[CH3:31]. The catalyst class is: 3. (2) Reactant: C1C=C(Cl)C=C(C(OO)=[O:9])C=1.[CH2:12]([C:14]1[N:15]([CH2:37][CH:38]([CH3:40])[CH3:39])[C:16]2[C:25]3[CH:24]=[CH:23][C:22]([O:26][CH2:27][C:28]([N:30]4[CH2:35][CH2:34][O:33][CH2:32][CH2:31]4)=[O:29])=[CH:21][C:20]=3[N:19]=[CH:18][C:17]=2[N:36]=1)[CH3:13]. Product: [CH2:12]([C:14]1[N:15]([CH2:37][CH:38]([CH3:39])[CH3:40])[C:16]2[C:25]3[CH:24]=[CH:23][C:22]([O:26][CH2:27][C:28]([N:30]4[CH2:31][CH2:32][O:33][CH2:34][CH2:35]4)=[O:29])=[CH:21][C:20]=3[N+:19]([O-:9])=[CH:18][C:17]=2[N:36]=1)[CH3:13]. The catalyst class is: 22.